From a dataset of Reaction yield outcomes from USPTO patents with 853,638 reactions. Predict the reaction yield, written as a fraction of the theoretical maximum amount of product (1.0 means a 100% yield; for example, 0.34 means a 34% yield). The reactants are [Cl:1][C:2]1[N:3]([CH3:13])[C:4]2[C:9]([C:10]=1C=O)=[CH:8][CH:7]=[CH:6][CH:5]=2.[CH3:14][N:15]1C2C(=CC=CC=2)C(C=O)=[CH:16]1. No catalyst specified. The product is [Cl:1][C:2]1([CH2:14][NH:15][CH3:16])[CH2:10][C:9]2[C:4](=[CH:5][CH:6]=[CH:7][CH:8]=2)[N:3]1[CH3:13]. The yield is 0.900.